Dataset: Forward reaction prediction with 1.9M reactions from USPTO patents (1976-2016). Task: Predict the product of the given reaction. (1) Given the reactants [Br:1][C:2]1[CH:8]=[C:7]([CH3:9])[C:5]([NH2:6])=[C:4]([CH3:10])[CH:3]=1.[CH3:11][O:12][CH2:13][CH2:14][O:15][C:16](Cl)=[O:17].O, predict the reaction product. The product is: [CH3:11][O:12][CH2:13][CH2:14][O:15][C:16](=[O:17])[NH:6][C:5]1[C:7]([CH3:9])=[CH:8][C:2]([Br:1])=[CH:3][C:4]=1[CH3:10]. (2) The product is: [C:1]([O:5][C:6]([N:8]1[CH2:16][C:15]2[C:10](=[CH:11][C:12]([O:25][CH:22]3[CH2:23][CH2:24][O:19][CH2:20][CH2:21]3)=[C:13]([Cl:17])[CH:14]=2)[CH2:9]1)=[O:7])([CH3:4])([CH3:3])[CH3:2]. Given the reactants [C:1]([O:5][C:6]([N:8]1[CH2:16][C:15]2[C:10](=[CH:11][C:12](I)=[C:13]([Cl:17])[CH:14]=2)[CH2:9]1)=[O:7])([CH3:4])([CH3:3])[CH3:2].[O:19]1[CH2:24][CH2:23][CH:22]([OH:25])[CH2:21][CH2:20]1, predict the reaction product.